This data is from NCI-60 drug combinations with 297,098 pairs across 59 cell lines. The task is: Regression. Given two drug SMILES strings and cell line genomic features, predict the synergy score measuring deviation from expected non-interaction effect. (1) Synergy scores: CSS=75.8, Synergy_ZIP=7.32, Synergy_Bliss=8.17, Synergy_Loewe=5.63, Synergy_HSA=12.4. Drug 1: CC(C)(C#N)C1=CC=C(C=C1)N2C3=C4C=C(C=CC4=NC=C3N(C2=O)C)C5=CC6=CC=CC=C6N=C5. Drug 2: CNC(=O)C1=NC=CC(=C1)OC2=CC=C(C=C2)NC(=O)NC3=CC(=C(C=C3)Cl)C(F)(F)F. Cell line: UACC62. (2) Drug 1: C1=NC2=C(N=C(N=C2N1C3C(C(C(O3)CO)O)O)F)N. Drug 2: C1CNP(=O)(OC1)N(CCCl)CCCl. Cell line: NCI-H460. Synergy scores: CSS=0.811, Synergy_ZIP=0.363, Synergy_Bliss=-0.328, Synergy_Loewe=1.44, Synergy_HSA=-1.70. (3) Drug 1: CN(C)C1=NC(=NC(=N1)N(C)C)N(C)C. Drug 2: C1CN(CCN1C(=O)CCBr)C(=O)CCBr. Cell line: LOX IMVI. Synergy scores: CSS=22.9, Synergy_ZIP=-7.46, Synergy_Bliss=-4.17, Synergy_Loewe=-15.9, Synergy_HSA=-0.684. (4) Synergy scores: CSS=26.0, Synergy_ZIP=-6.27, Synergy_Bliss=1.43, Synergy_Loewe=1.90, Synergy_HSA=1.93. Cell line: NCI-H226. Drug 1: COC1=CC(=CC(=C1O)OC)C2C3C(COC3=O)C(C4=CC5=C(C=C24)OCO5)OC6C(C(C7C(O6)COC(O7)C8=CC=CS8)O)O. Drug 2: B(C(CC(C)C)NC(=O)C(CC1=CC=CC=C1)NC(=O)C2=NC=CN=C2)(O)O. (5) Drug 1: COC1=NC(=NC2=C1N=CN2C3C(C(C(O3)CO)O)O)N. Drug 2: CC1=C2C(C(=O)C3(C(CC4C(C3C(C(C2(C)C)(CC1OC(=O)C(C(C5=CC=CC=C5)NC(=O)OC(C)(C)C)O)O)OC(=O)C6=CC=CC=C6)(CO4)OC(=O)C)O)C)O. Cell line: A549. Synergy scores: CSS=-4.64, Synergy_ZIP=2.20, Synergy_Bliss=-0.476, Synergy_Loewe=-6.89, Synergy_HSA=-6.36. (6) Drug 1: C1CN1P(=S)(N2CC2)N3CC3. Drug 2: CC(C)(C#N)C1=CC(=CC(=C1)CN2C=NC=N2)C(C)(C)C#N. Cell line: OVCAR-8. Synergy scores: CSS=23.8, Synergy_ZIP=-6.39, Synergy_Bliss=-0.546, Synergy_Loewe=-1.74, Synergy_HSA=-1.57. (7) Drug 1: CCC1=CC2CC(C3=C(CN(C2)C1)C4=CC=CC=C4N3)(C5=C(C=C6C(=C5)C78CCN9C7C(C=CC9)(C(C(C8N6C)(C(=O)OC)O)OC(=O)C)CC)OC)C(=O)OC.C(C(C(=O)O)O)(C(=O)O)O. Drug 2: C(CC(=O)O)C(=O)CN.Cl. Cell line: NCI-H322M. Synergy scores: CSS=26.8, Synergy_ZIP=-6.78, Synergy_Bliss=-5.59, Synergy_Loewe=-5.41, Synergy_HSA=-2.74. (8) Drug 1: C1=CN(C(=O)N=C1N)C2C(C(C(O2)CO)O)O.Cl. Drug 2: C(=O)(N)NO. Cell line: UO-31. Synergy scores: CSS=25.1, Synergy_ZIP=0.912, Synergy_Bliss=1.22, Synergy_Loewe=-11.0, Synergy_HSA=1.79. (9) Drug 1: CS(=O)(=O)CCNCC1=CC=C(O1)C2=CC3=C(C=C2)N=CN=C3NC4=CC(=C(C=C4)OCC5=CC(=CC=C5)F)Cl. Drug 2: CN1C2=C(C=C(C=C2)N(CCCl)CCCl)N=C1CCCC(=O)O.Cl. Cell line: NCI-H522. Synergy scores: CSS=15.8, Synergy_ZIP=-1.51, Synergy_Bliss=3.16, Synergy_Loewe=-7.11, Synergy_HSA=0.276. (10) Drug 1: CC1=C(C=C(C=C1)C(=O)NC2=CC(=CC(=C2)C(F)(F)F)N3C=C(N=C3)C)NC4=NC=CC(=N4)C5=CN=CC=C5. Drug 2: CC1=C2C(C(=O)C3(C(CC4C(C3C(C(C2(C)C)(CC1OC(=O)C(C(C5=CC=CC=C5)NC(=O)C6=CC=CC=C6)O)O)OC(=O)C7=CC=CC=C7)(CO4)OC(=O)C)O)C)OC(=O)C. Cell line: IGROV1. Synergy scores: CSS=14.6, Synergy_ZIP=6.90, Synergy_Bliss=11.2, Synergy_Loewe=-4.09, Synergy_HSA=3.74.